Dataset: TCR-epitope binding with 47,182 pairs between 192 epitopes and 23,139 TCRs. Task: Binary Classification. Given a T-cell receptor sequence (or CDR3 region) and an epitope sequence, predict whether binding occurs between them. The epitope is HTTDPSFLGRY. The TCR CDR3 sequence is CASSYTQGADEQYF. Result: 1 (the TCR binds to the epitope).